From a dataset of Full USPTO retrosynthesis dataset with 1.9M reactions from patents (1976-2016). Predict the reactants needed to synthesize the given product. Given the product [C:9]([O:13][C:14](=[O:36])[CH2:15][N:16]1[C:20]2[CH:21]=[CH:22][C:23]([N:25]([CH2:26][C:27]3[CH:28]=[CH:29][CH:30]=[CH:31][CH:32]=3)[C:6]([CH:1]3[CH2:5][CH2:4][CH2:3][CH2:2]3)=[O:7])=[CH:24][C:19]=2[N:18]=[C:17]1[CH2:33][CH2:34][CH3:35])([CH3:12])([CH3:11])[CH3:10], predict the reactants needed to synthesize it. The reactants are: [CH:1]1([C:6](Cl)=[O:7])[CH2:5][CH2:4][CH2:3][CH2:2]1.[C:9]([O:13][C:14](=[O:36])[CH2:15][N:16]1[C:20]2[CH:21]=[CH:22][C:23]([NH:25][CH2:26][C:27]3[CH:32]=[CH:31][CH:30]=[CH:29][CH:28]=3)=[CH:24][C:19]=2[N:18]=[C:17]1[CH2:33][CH2:34][CH3:35])([CH3:12])([CH3:11])[CH3:10].CCN(C(C)C)C(C)C.